From a dataset of CYP1A2 inhibition data for predicting drug metabolism from PubChem BioAssay. Regression/Classification. Given a drug SMILES string, predict its absorption, distribution, metabolism, or excretion properties. Task type varies by dataset: regression for continuous measurements (e.g., permeability, clearance, half-life) or binary classification for categorical outcomes (e.g., BBB penetration, CYP inhibition). Dataset: cyp1a2_veith. The drug is O=C(NC1CCCCC1)NC1CC2CCC(C1)N2Cc1nnnn1Cc1ccc2c(c1)OCO2. The result is 0 (non-inhibitor).